The task is: Predict which catalyst facilitates the given reaction.. This data is from Catalyst prediction with 721,799 reactions and 888 catalyst types from USPTO. (1) Reactant: [CH:1]([NH:3][C:4](=[O:6])[CH3:5])=[CH2:2].N1([CH:16]([NH:20][C:21]2[CH:26]=[CH:25][C:24]([C:27]([F:30])([F:29])[F:28])=[CH:23][CH:22]=2)[CH:17]2[CH2:19][CH2:18]2)C2C=CC=CC=2N=N1.C(OCC)(=O)C.[OH-].[Na+]. Product: [CH:17]1([C@H:16]2[CH2:2][C@@H:1]([NH:3][C:4](=[O:6])[CH3:5])[C:22]3[C:21](=[CH:26][CH:25]=[C:24]([C:27]([F:28])([F:29])[F:30])[CH:23]=3)[NH:20]2)[CH2:18][CH2:19]1. The catalyst class is: 743. (2) Reactant: [CH3:1][C:2]1[C:3]([CH2:14][S:15]([C:17]2[NH:18][C:19]3[CH:25]=[CH:24][CH:23]=[CH:22][C:20]=3[N:21]=2)=[O:16])=[N:4][CH:5]=[CH:6][C:7]=1[O:8][CH2:9][C:10]([F:13])([F:12])[F:11].[H-].[Na+].[C:28]1([S:34]([CH2:37][CH2:38][O:39][C:40](=[O:69])[CH2:41][O:42][C:43]2[CH:48]=[CH:47][C:46]([S:49](Cl)(=[O:51])=[O:50])=[CH:45][C:44]=2[O:53][CH2:54][C:55]([O:57][CH2:58][CH2:59][S:60]([C:63]2[CH:68]=[CH:67][CH:66]=[CH:65][CH:64]=2)(=[O:62])=[O:61])=[O:56])(=[O:36])=[O:35])[CH:33]=[CH:32][CH:31]=[CH:30][CH:29]=1.O. Product: [C:28]1([S:34]([CH2:37][CH2:38][O:39][C:40](=[O:69])[CH2:41][O:42][C:43]2[CH:48]=[CH:47][C:46]([S:49]([N:21]3[C:20]4[CH:22]=[CH:23][CH:24]=[CH:25][C:19]=4[N:18]=[C:17]3[S:15]([CH2:14][C:3]3[C:2]([CH3:1])=[C:7]([O:8][CH2:9][C:10]([F:13])([F:11])[F:12])[CH:6]=[CH:5][N:4]=3)=[O:16])(=[O:50])=[O:51])=[CH:45][C:44]=2[O:53][CH2:54][C:55]([O:57][CH2:58][CH2:59][S:60]([C:63]2[CH:64]=[CH:65][CH:66]=[CH:67][CH:68]=2)(=[O:62])=[O:61])=[O:56])(=[O:36])=[O:35])[CH:33]=[CH:32][CH:31]=[CH:30][CH:29]=1. The catalyst class is: 2. (3) Reactant: [F:1][CH2:2][CH2:3][N:4]1[CH2:9][CH2:8][N:7]([CH:10]2[CH2:15][CH2:14][N:13](C(OC(C)(C)C)=O)[CH2:12][CH2:11]2)[CH2:6][CH2:5]1.[ClH:23]. Product: [ClH:23].[ClH:23].[ClH:23].[F:1][CH2:2][CH2:3][N:4]1[CH2:9][CH2:8][N:7]([CH:10]2[CH2:15][CH2:14][NH:13][CH2:12][CH2:11]2)[CH2:6][CH2:5]1. The catalyst class is: 5. (4) Product: [CH3:5][O:6][C:7]1[CH:8]=[C:9]([CH:15]([OH:16])[C:1]([Cl:4])([Cl:3])[Cl:2])[CH:10]=[C:11]([CH:13]([OH:14])[C:1]([Cl:4])([Cl:3])[Cl:2])[CH:12]=1. The catalyst class is: 121. Reactant: [CH:1]([Cl:4])([Cl:3])[Cl:2].[CH3:5][O:6][C:7]1[CH:8]=[C:9]([CH:15]=[O:16])[CH:10]=[C:11]([CH:13]=[O:14])[CH:12]=1.[OH-].[K+].